This data is from Catalyst prediction with 721,799 reactions and 888 catalyst types from USPTO. The task is: Predict which catalyst facilitates the given reaction. Reactant: [CH3:1][O:2][C:3]1[CH:4]=[C:5]2[C:10](=[CH:11][C:12]=1[O:13][CH3:14])[N:9]=[CH:8][N:7]=[C:6]2[O:15][C:16]1[C:17]([F:24])=[CH:18][C:19]([F:23])=[C:20]([CH:22]=1)[NH2:21].CCN(C(C)C)C(C)C.[C:34]([C:38]1[O:42][N:41]=[C:40]([NH:43][C:44](=O)[O:45]C2C=CC=CC=2)[CH:39]=1)([CH3:37])([CH3:36])[CH3:35].O. Product: [C:34]([C:38]1[O:42][N:41]=[C:40]([NH:43][C:44]([NH:21][C:20]2[CH:22]=[C:16]([O:15][C:6]3[C:5]4[C:10](=[CH:11][C:12]([O:13][CH3:14])=[C:3]([O:2][CH3:1])[CH:4]=4)[N:9]=[CH:8][N:7]=3)[C:17]([F:24])=[CH:18][C:19]=2[F:23])=[O:45])[CH:39]=1)([CH3:37])([CH3:35])[CH3:36]. The catalyst class is: 230.